From a dataset of Full USPTO retrosynthesis dataset with 1.9M reactions from patents (1976-2016). Predict the reactants needed to synthesize the given product. (1) The reactants are: [OH:1][CH2:2][C:3]1[CH:4]=[C:5]([CH:16]=[CH:17][CH:18]=1)[CH2:6][CH:7]([C:12]([O:14][CH3:15])=[O:13])[C:8]([O:10][CH3:11])=[O:9].[Cl:19][C:20]1[CH:25]=[CH:24][CH:23]=[CH:22][C:21]=1[N:26]=[C:27]=[O:28]. Given the product [Cl:19][C:20]1[CH:25]=[CH:24][CH:23]=[CH:22][C:21]=1[NH:26][C:27]([O:1][CH2:2][C:3]1[CH:4]=[C:5]([CH:16]=[CH:17][CH:18]=1)[CH2:6][CH:7]([C:8]([O:10][CH3:11])=[O:9])[C:12]([O:14][CH3:15])=[O:13])=[O:28], predict the reactants needed to synthesize it. (2) Given the product [Br:1][C:2]1[CH:10]=[C:9]2[C:5]([C:6]([CH3:11])=[CH:7][N:8]2[S:26]([C:19]2[C:20]3[C:25](=[CH:24][CH:23]=[CH:22][CH:21]=3)[C:16]([O:15][CH3:14])=[C:17]([N:30]3[CH2:35][CH2:34][N:33]([C:36](=[O:41])[C:37]([Cl:40])([Cl:38])[Cl:39])[CH2:32][CH2:31]3)[CH:18]=2)(=[O:27])=[O:28])=[CH:4][CH:3]=1, predict the reactants needed to synthesize it. The reactants are: [Br:1][C:2]1[CH:10]=[C:9]2[C:5]([C:6]([CH3:11])=[CH:7][NH:8]2)=[CH:4][CH:3]=1.[H-].[Na+].[CH3:14][O:15][C:16]1[C:25]2[C:20](=[CH:21][CH:22]=[CH:23][CH:24]=2)[C:19]([S:26](Cl)(=[O:28])=[O:27])=[CH:18][C:17]=1[N:30]1[CH2:35][CH2:34][N:33]([C:36](=[O:41])[C:37]([Cl:40])([Cl:39])[Cl:38])[CH2:32][CH2:31]1. (3) Given the product [Cl:33][C:30]1[CH:31]=[CH:32][C:27]([CH2:26][NH:25][C:23](=[O:24])[CH2:22][C@@H:7]2[CH2:6][CH:5]=[CH:4][CH2:3][C@H:2]([NH:1][CH:37]([CH3:39])[CH3:36])[C:13](=[O:14])[O:12][C@H:11]([C:15]3[CH:20]=[CH:19][CH:18]=[CH:17][CH:16]=3)[CH2:10][NH:9][C:8]2=[O:21])=[CH:28][CH:29]=1, predict the reactants needed to synthesize it. The reactants are: [NH2:1][C@@H:2]1[C:13](=[O:14])[O:12][C@H:11]([C:15]2[CH:20]=[CH:19][CH:18]=[CH:17][CH:16]=2)[CH2:10][NH:9][C:8](=[O:21])[C@H:7]([CH2:22][C:23]([NH:25][CH2:26][C:27]2[CH:32]=[CH:31][C:30]([Cl:33])=[CH:29][CH:28]=2)=[O:24])[CH2:6][CH:5]=[CH:4][CH2:3]1.CO.[CH3:36][C:37]([CH3:39])=O.C([BH3-])#N.[Na+]. (4) The reactants are: C[Si](C)(C)[N-][Si](C)(C)C.[Li+].[CH2:11]([NH:18][C:19]([C:21]1[S:25][CH:24]=[N:23][C:22]=1[CH3:26])=[O:20])[C:12]1[CH:17]=[CH:16][CH:15]=[CH:14][CH:13]=1.[I:27]I. Given the product [CH2:11]([NH:18][C:19]([C:21]1[S:25][C:24]([I:27])=[N:23][C:22]=1[CH3:26])=[O:20])[C:12]1[CH:13]=[CH:14][CH:15]=[CH:16][CH:17]=1, predict the reactants needed to synthesize it. (5) Given the product [C:1]1([CH3:12])[CH:6]=[CH:5][C:4]([O:7][CH2:8][CH2:9][NH:14][CH3:13])=[CH:3][CH:2]=1, predict the reactants needed to synthesize it. The reactants are: [C:1]1([CH3:12])[CH:6]=[CH:5][C:4]([O:7][CH2:8][C:9](O)=O)=[CH:3][CH:2]=1.[CH3:13][NH2:14]. (6) Given the product [N+:1]([C:4]1[CH:5]=[C:6]([C:11]2[O:12][C:13]3[CH:19]=[CH:18][CH:17]=[C:16]([CH3:20])[C:14]=3[N:15]=2)[C:7]([NH:24][CH2:21][CH2:22][CH3:23])=[CH:8][CH:9]=1)([O-:3])=[O:2], predict the reactants needed to synthesize it. The reactants are: [N+:1]([C:4]1[CH:5]=[C:6]([C:11]2[O:12][C:13]3[CH:19]=[CH:18][CH:17]=[C:16]([CH3:20])[C:14]=3[N:15]=2)[C:7](F)=[CH:8][CH:9]=1)([O-:3])=[O:2].[CH2:21]([NH2:24])[CH2:22][CH3:23]. (7) Given the product [F:4][C:3]([F:6])([F:5])[C:1]([OH:7])=[O:2].[NH2:37][C@@H:25]([CH2:26][C:27]1[CH:28]=[N:29][C:30]([C:33]([F:34])([F:36])[F:35])=[CH:31][CH:32]=1)[CH2:24][CH2:23][C:21]1[S:22][C:18]([C:14]2[CH:15]=[C:16]3[C:11](=[CH:12][CH:13]=2)[NH:10][C:9](=[O:8])[CH2:17]3)=[N:19][N:20]=1, predict the reactants needed to synthesize it. The reactants are: [C:1]([OH:7])([C:3]([F:6])([F:5])[F:4])=[O:2].[O:8]=[C:9]1[CH2:17][C:16]2[C:11](=[CH:12][CH:13]=[C:14]([C:18]3[S:22][C:21]([CH2:23][CH2:24][C@@H:25]([NH:37]C(=O)OC(C)(C)C)[CH2:26][C:27]4[CH:28]=[N:29][C:30]([C:33]([F:36])([F:35])[F:34])=[CH:31][CH:32]=4)=[N:20][N:19]=3)[CH:15]=2)[NH:10]1. (8) Given the product [F:1][C:2]1[C:3]([O:20][CH3:21])=[C:4]([C:8]2([CH2:11][CH:12]([C:15]([F:18])([F:17])[F:16])[CH2:13][N:22]=[C:23]3[CH:32]=[CH:31][CH:30]=[C:29]4[C:24]3=[CH:25][CH2:26][C:27](=[O:33])[NH:28]4)[CH2:10][CH2:9]2)[CH:5]=[CH:6][CH:7]=1, predict the reactants needed to synthesize it. The reactants are: [F:1][C:2]1[C:3]([O:20][CH3:21])=[C:4]([C:8]2([CH2:11][C:12](O)([C:15]([F:18])([F:17])[F:16])[CH:13]=O)[CH2:10][CH2:9]2)[CH:5]=[CH:6][CH:7]=1.[NH2:22][C:23]1[CH:32]=[CH:31][CH:30]=[C:29]2[C:24]=1[CH:25]=[CH:26][C:27](=[O:33])[NH:28]2.O. (9) Given the product [CH3:1][O:2][C:3]1[CH:4]=[CH:5][C:6]2[C:11](=[O:12])[N:10]([CH2:13][C:14]([NH:28][C@H:26]([C:23]3[CH:24]=[CH:25][C:20]([O:19][CH3:18])=[CH:21][CH:22]=3)[CH3:27])=[O:16])[N:9]=[N:8][C:7]=2[CH:17]=1, predict the reactants needed to synthesize it. The reactants are: [CH3:1][O:2][C:3]1[CH:4]=[CH:5][C:6]2[C:11](=[O:12])[N:10]([CH2:13][C:14]([OH:16])=O)[N:9]=[N:8][C:7]=2[CH:17]=1.[CH3:18][O:19][C:20]1[CH:25]=[CH:24][C:23]([C@@H:26]([NH2:28])[CH3:27])=[CH:22][CH:21]=1. (10) Given the product [F:33][C:27]1[CH:28]=[CH:29][CH:30]=[C:31]([F:32])[C:26]=1[NH:25][C:23](=[O:24])[C:22]1[CH:34]=[C:18]([C:9]2[N:10]=[C:11]3[CH:16]=[C:15]([F:17])[CH:14]=[CH:13][N:12]3[C:8]=2[C:6]2[CH:5]=[CH:4][N:3]=[C:2]([NH:42][C:41]3[CH:43]=[C:44]([CH3:59])[C:45]([N:47]4[CH2:52][CH2:51][CH:50]([CH2:53][CH2:54][S:55]([CH3:58])(=[O:57])=[O:56])[CH2:49][CH2:48]4)=[CH:46][C:40]=3[O:39][CH2:37][CH3:38])[N:7]=2)[CH:19]=[CH:20][C:21]=1[O:35][CH3:36], predict the reactants needed to synthesize it. The reactants are: Cl[C:2]1[N:7]=[C:6]([C:8]2[N:12]3[CH:13]=[CH:14][C:15]([F:17])=[CH:16][C:11]3=[N:10][C:9]=2[C:18]2[CH:19]=[CH:20][C:21]([O:35][CH3:36])=[C:22]([CH:34]=2)[C:23]([NH:25][C:26]2[C:31]([F:32])=[CH:30][CH:29]=[CH:28][C:27]=2[F:33])=[O:24])[CH:5]=[CH:4][N:3]=1.[CH2:37]([O:39][C:40]1[CH:46]=[C:45]([N:47]2[CH2:52][CH2:51][CH:50]([CH2:53][CH2:54][S:55]([CH3:58])(=[O:57])=[O:56])[CH2:49][CH2:48]2)[C:44]([CH3:59])=[CH:43][C:41]=1[NH2:42])[CH3:38].Cl.O1CCOCC1.C[O-].[Na+].